Dataset: Cav3 T-type calcium channel HTS with 100,875 compounds. Task: Binary Classification. Given a drug SMILES string, predict its activity (active/inactive) in a high-throughput screening assay against a specified biological target. (1) The drug is Brc1c(S(=O)(=O)N(C2CCCC2)CCC=C)cccc1. The result is 0 (inactive). (2) The compound is S1C(Cc2ccc(OCC)cc2)C(=O)N=C1Nc1ncccc1. The result is 0 (inactive). (3) The drug is s1c(CN(CC(=O)NC2CCCC2)C(=O)CSc2oc(nn2)COc2ccccc2)ccc1. The result is 0 (inactive). (4) The molecule is O(c1ccc(cc1)/C=C\c1n[nH]c(=O)cc1)C. The result is 0 (inactive).